Dataset: Forward reaction prediction with 1.9M reactions from USPTO patents (1976-2016). Task: Predict the product of the given reaction. (1) Given the reactants O.C([O:4][C:5]([CH:7]1[CH2:19][CH2:18][C:10]2[N:11]=[C:12]([NH:14][C:15](=[O:17])[CH3:16])[S:13][C:9]=2[CH2:8]1)=[O:6])C.[OH-].[Na+], predict the reaction product. The product is: [C:15]([NH:14][C:12]1[S:13][C:9]2[CH2:8][CH:7]([C:5]([OH:6])=[O:4])[CH2:19][CH2:18][C:10]=2[N:11]=1)(=[O:17])[CH3:16]. (2) The product is: [CH2:26]([NH:28][CH2:29][CH2:30][NH:31][C:20]([C:14]1[C:15](=[O:19])[NH:16][C:17]2[C:12]([C:13]=1[OH:25])=[N:11][CH:10]=[C:9]([CH2:8][C:5]1[CH:6]=[CH:7][C:2]([F:1])=[CH:3][CH:4]=1)[CH:18]=2)=[O:21])[CH3:27]. Given the reactants [F:1][C:2]1[CH:7]=[CH:6][C:5]([CH2:8][C:9]2[CH:18]=[C:17]3[C:12]([C:13]([OH:25])=[C:14]([C:20](OCC)=[O:21])[C:15](=[O:19])[NH:16]3)=[N:11][CH:10]=2)=[CH:4][CH:3]=1.[CH2:26]([NH:28][CH2:29][CH2:30][NH2:31])[CH3:27], predict the reaction product. (3) Given the reactants [OH-].[Na+:2].C([O:5][C:6](=[O:22])[CH2:7][C:8]1[NH:9][C:10](=[O:21])[C:11]([Cl:20])=[C:12]([N:14]2[CH2:19][CH2:18][O:17][CH2:16][CH2:15]2)[N:13]=1)C, predict the reaction product. The product is: [Cl:20][C:11]1[C:10](=[O:21])[NH:9][C:8]([CH2:7][C:6]([O-:22])=[O:5])=[N:13][C:12]=1[N:14]1[CH2:15][CH2:16][O:17][CH2:18][CH2:19]1.[Na+:2]. (4) Given the reactants [F:1][C:2]([F:16])([F:15])[CH2:3][S:4][C:5]1[NH:9][N:8]=[N:7][C:6]=1[C:10]([O:12]CC)=[O:11], predict the reaction product. The product is: [F:16][C:2]([F:1])([F:15])[CH2:3][S:4][C:5]1[NH:9][N:8]=[N:7][C:6]=1[C:10]([OH:12])=[O:11]. (5) Given the reactants [O:1]1[CH2:6][CH2:5][C:4](=[O:7])[CH2:3][CH2:2]1.[Br-].[Mg+2].[CH2:10]=[CH2:11].[Br-], predict the reaction product. The product is: [C:10]([C:4]1([OH:7])[CH2:5][CH2:6][O:1][CH2:2][CH2:3]1)#[CH:11]. (6) Given the reactants C(N(CC)CC)C.NC1C2C(=CC=CC=2)C(Br)=CC=1.[OH-].[Na+].[NH2:22][C:23]1[C:32]2[C:27](=[CH:28][CH:29]=[CH:30][CH:31]=2)[C:26]([C:33]([O:35]C)=[O:34])=[CH:25][CH:24]=1, predict the reaction product. The product is: [NH2:22][C:23]1[C:32]2[C:27](=[CH:28][CH:29]=[CH:30][CH:31]=2)[C:26]([C:33]([OH:35])=[O:34])=[CH:25][CH:24]=1.